This data is from Forward reaction prediction with 1.9M reactions from USPTO patents (1976-2016). The task is: Predict the product of the given reaction. Given the reactants [Cl:1][C:2]1[CH:7]=[CH:6][C:5]([C:8]2[C:14]3[CH:15]=[C:16]([C:19]4[CH:24]=[CH:23][CH:22]=[C:21]([CH:25]=O)[CH:20]=4)[CH:17]=[CH:18][C:13]=3[N:12]3[C:27]([CH3:30])=[N:28][N:29]=[C:11]3[C@H:10]([CH2:31][C:32]([NH:34][CH2:35][CH3:36])=[O:33])[N:9]=2)=[CH:4][CH:3]=1.[CH3:37][N:38]1[CH2:43][CH2:42][NH:41][CH2:40][CH2:39]1.C(O[BH-](OC(=O)C)OC(=O)C)(=O)C.[Na+].C(=O)([O-])O.[Na+], predict the reaction product. The product is: [Cl:1][C:2]1[CH:7]=[CH:6][C:5]([C:8]2[C:14]3[CH:15]=[C:16]([C:19]4[CH:24]=[CH:23][CH:22]=[C:21]([CH2:25][N:41]5[CH2:42][CH2:43][N:38]([CH3:37])[CH2:39][CH2:40]5)[CH:20]=4)[CH:17]=[CH:18][C:13]=3[N:12]3[C:27]([CH3:30])=[N:28][N:29]=[C:11]3[C@H:10]([CH2:31][C:32]([NH:34][CH2:35][CH3:36])=[O:33])[N:9]=2)=[CH:4][CH:3]=1.